This data is from Full USPTO retrosynthesis dataset with 1.9M reactions from patents (1976-2016). The task is: Predict the reactants needed to synthesize the given product. (1) Given the product [CH2:1]([N:3]1[CH2:8][CH2:7][CH:6]([C:9]2[CH:10]=[C:11]([O:15][S:16]([C:19]([F:22])([F:21])[F:20])(=[O:18])=[O:17])[CH:12]=[CH:13][CH:14]=2)[CH2:5][CH2:4]1)[CH3:2], predict the reactants needed to synthesize it. The reactants are: [CH2:1]([N:3]1[CH2:8][CH2:7][CH:6]([C:9]2[CH:10]=[C:11]([OH:15])[CH:12]=[CH:13][CH:14]=2)[CH2:5][CH2:4]1)[CH3:2].[S:16](O[S:16]([C:19]([F:22])([F:21])[F:20])(=[O:18])=[O:17])([C:19]([F:22])([F:21])[F:20])(=[O:18])=[O:17]. (2) Given the product [Cl:18][C:19]1[CH:20]=[CH:21][C:22]([C:25]2[O:29][N:28]=[C:27]([C:30]([N:10]3[CH2:9][C@H:8]([C:11]4[CH:12]=[CH:13][CH:14]=[CH:15][CH:16]=4)[NH:7][C:6](=[O:17])[C@@H:5]3[CH2:1][CH:2]([CH3:4])[CH3:3])=[O:31])[CH:26]=2)=[CH:23][CH:24]=1, predict the reactants needed to synthesize it. The reactants are: [CH2:1]([C@@H:5]1[NH:10][CH2:9][C@H:8]([C:11]2[CH:16]=[CH:15][CH:14]=[CH:13][CH:12]=2)[NH:7][C:6]1=[O:17])[CH:2]([CH3:4])[CH3:3].[Cl:18][C:19]1[CH:24]=[CH:23][C:22]([C:25]2[O:29][N:28]=[C:27]([C:30](O)=[O:31])[CH:26]=2)=[CH:21][CH:20]=1.C([C@@H]1N(C(=O)/C=C/C2C=CC=CC=2)C[C@H](CC(C)C)NC1=O)C(C)C. (3) Given the product [Cl:1][C:2]1[CH:3]=[C:4]2[C:10]([C:11]3[N:16]=[C:15]([NH:17][CH:18]4[CH2:19][N:20]([C:35](=[O:36])[CH2:34][O:33][CH3:32])[CH2:21]4)[C:14]([F:31])=[CH:13][N:12]=3)=[CH:9][NH:8][C:5]2=[N:6][CH:7]=1, predict the reactants needed to synthesize it. The reactants are: [Cl:1][C:2]1[CH:3]=[C:4]2[C:10]([C:11]3[N:16]=[C:15]([NH:17][CH:18]4[CH2:21][N:20](S(CC5CCCC5)(=O)=O)[CH2:19]4)[C:14]([F:31])=[CH:13][N:12]=3)=[CH:9][NH:8][C:5]2=[N:6][CH:7]=1.[CH3:32][O:33][CH2:34][C:35](Cl)=[O:36].